Task: Predict the reaction yield, written as a fraction of the theoretical maximum amount of product (1.0 means a 100% yield; for example, 0.34 means a 34% yield).. Dataset: Reaction yield outcomes from USPTO patents with 853,638 reactions (1) The reactants are [CH3:1][C:2]([CH3:27])([CH3:26])[C:3]#[C:4][C:5]1[S:9][C:8]([C:10]([O:12][CH3:13])=[O:11])=[C:7]([NH:14][C@H:15]2[CH2:19][CH2:18][N:17]([C@H:20]3[CH2:24][CH2:23][O:22][CH2:21]3)[C:16]2=[O:25])[CH:6]=1.N1C=CC=CC=1.[CH3:34][C@H:35]1[CH2:40][CH2:39][C@H:38]([C:41](Cl)=[O:42])[CH2:37][CH2:36]1. The catalyst is CN(C1C=CN=CC=1)C.ClC(Cl)C.CCOC(C)=O. The product is [CH3:1][C:2]([CH3:27])([CH3:26])[C:3]#[C:4][C:5]1[S:9][C:8]([C:10]([O:12][CH3:13])=[O:11])=[C:7]([N:14]([C:41]([C@H:38]2[CH2:39][CH2:40][C@H:35]([CH3:34])[CH2:36][CH2:37]2)=[O:42])[C@H:15]2[CH2:19][CH2:18][N:17]([C@H:20]3[CH2:24][CH2:23][O:22][CH2:21]3)[C:16]2=[O:25])[CH:6]=1. The yield is 0.540. (2) The reactants are [O:1]=[C:2]1[NH:7][CH2:6][C@@H:5]([NH:8]C(OC(C)(C)C)=O)[CH2:4][CH2:3]1.C([Cl:19])(=O)C.C1(N)C(F)=C(F)C(F)=C(N)C=1F.Cl.Cl. The catalyst is C(O)C. The product is [ClH:19].[NH2:8][C@@H:5]1[CH2:6][NH:7][C:2](=[O:1])[CH2:3][CH2:4]1. The yield is 0.990. (3) The reactants are [Si]([O:8][CH2:9][CH2:10][O:11][C:12]1[C:16]([CH3:17])=[C:15]([NH:18][C:19]([NH:21][CH2:22][C:23]2[CH:28]=[C:27]([CH2:29][O:30][CH3:31])[CH:26]=[CH:25][C:24]=2[O:32][C:33]([F:36])([F:35])[F:34])=[O:20])[N:14]([C:37]2[CH:42]=[CH:41][CH:40]=[CH:39][CH:38]=2)[N:13]=1)(C(C)(C)C)(C)C.CC(O)=O.C1COCC1.O. The catalyst is CCOC(C)=O. The product is [OH:8][CH2:9][CH2:10][O:11][C:12]1[C:16]([CH3:17])=[C:15]([NH:18][C:19]([NH:21][CH2:22][C:23]2[CH:28]=[C:27]([CH2:29][O:30][CH3:31])[CH:26]=[CH:25][C:24]=2[O:32][C:33]([F:35])([F:36])[F:34])=[O:20])[N:14]([C:37]2[CH:38]=[CH:39][CH:40]=[CH:41][CH:42]=2)[N:13]=1. The yield is 0.680. (4) The reactants are Br[C:2]1[N:7]=[C:6]([N:8]([CH3:10])[CH3:9])[CH:5]=[CH:4][CH:3]=1.[Cl:11][C:12]1[CH:17]=[CH:16][C:15](B(O)O)=[CH:14][C:13]=1[C:21]([O:23][CH3:24])=[O:22].C(=O)([O-])[O-].[Na+].[Na+].C(O)C. The catalyst is C1(C)C=CC=CC=1.[Pd].C1(P(C2C=CC=CC=2)C2C=CC=CC=2)C=CC=CC=1.C1(P(C2C=CC=CC=2)C2C=CC=CC=2)C=CC=CC=1.C1(P(C2C=CC=CC=2)C2C=CC=CC=2)C=CC=CC=1.C1(P(C2C=CC=CC=2)C2C=CC=CC=2)C=CC=CC=1. The product is [Cl:11][C:12]1[CH:17]=[CH:16][C:15]([C:2]2[CH:3]=[CH:4][CH:5]=[C:6]([N:8]([CH3:10])[CH3:9])[N:7]=2)=[CH:14][C:13]=1[C:21]([O:23][CH3:24])=[O:22]. The yield is 0.664. (5) The reactants are [C:1]12([CH2:11][C:12](O)=[O:13])[CH2:10][CH:5]3[CH2:6][CH:7]([CH2:9][CH:3]([CH2:4]3)[CH2:2]1)[CH2:8]2.C(N(C(C)C)CC)(C)C.CN(C(ON1N=NC2C=CC=CC1=2)=[N+](C)C)C.F[P-](F)(F)(F)(F)F.[Cl:48][C:49]1[CH:58]=[CH:57][C:52]([C:53](=[N:55]O)[NH2:54])=[CH:51][CH:50]=1. The catalyst is CN(C=O)C. The product is [C:1]12([CH2:11][C:12]3[O:13][N:55]=[C:53]([C:52]4[CH:57]=[CH:58][C:49]([Cl:48])=[CH:50][CH:51]=4)[N:54]=3)[CH2:2][CH:3]3[CH2:4][CH:5]([CH2:6][CH:7]([CH2:9]3)[CH2:8]1)[CH2:10]2. The yield is 0.250. (6) The reactants are Cl.[CH2:2]([O:9][C:10]1[CH:15]=[CH:14][N:13]([C:16]2[CH:24]=[C:23]3[C:19]([C:20]4[CH2:29][CH2:28][NH:27][CH:26]([CH3:30])[C:21]=4[N:22]3[CH3:25])=[CH:18][CH:17]=2)[C:12](=[O:31])[CH:11]=1)[C:3]1[CH:8]=[CH:7][CH:6]=[CH:5][CH:4]=1.C=O.[BH-](OC(C)=O)(OC(C)=O)O[C:36](C)=O.[Na+]. The catalyst is CO. The product is [CH2:2]([O:9][C:10]1[CH:15]=[CH:14][N:13]([C:16]2[CH:24]=[C:23]3[C:19]([C:20]4[CH2:29][CH2:28][N:27]([CH3:36])[CH:26]([CH3:30])[C:21]=4[N:22]3[CH3:25])=[CH:18][CH:17]=2)[C:12](=[O:31])[CH:11]=1)[C:3]1[CH:4]=[CH:5][CH:6]=[CH:7][CH:8]=1. The yield is 0.770. (7) The reactants are C1C2C(COC(=O)[NH:17][C@H:18]3[CH2:23][CH2:22][CH2:21][CH2:20][C@@H:19]3[CH2:24][OH:25])C3C(=CC=CC=3)C=2C=CC=1.N1CCOCC1.C([O-])([O-])=O.[Na+].[Na+].[C:47](O[C:47]([O:49][C:50]([CH3:53])([CH3:52])[CH3:51])=[O:48])([O:49][C:50]([CH3:53])([CH3:52])[CH3:51])=[O:48]. The catalyst is CN(C=O)C.O.C(Cl)Cl. The product is [C:50]([O:49][C:47](=[O:48])[NH:17][C@H:18]1[CH2:23][CH2:22][CH2:21][CH2:20][C@@H:19]1[CH2:24][OH:25])([CH3:51])([CH3:52])[CH3:53]. The yield is 0.790.